From a dataset of Full USPTO retrosynthesis dataset with 1.9M reactions from patents (1976-2016). Predict the reactants needed to synthesize the given product. (1) Given the product [CH3:22][O:21][C:18]1[CH:19]=[CH:20][C:15]([N:13]([CH3:14])[C:11]2[C:10]3[C:5](=[CH:6][CH:7]=[CH:8][CH:9]=3)[N:4]=[C:3]([NH:23][C@H:24]([CH2:27][C:28]3[CH:33]=[CH:32][CH:31]=[CH:30][CH:29]=3)[CH2:25][OH:26])[N:12]=2)=[CH:16][CH:17]=1, predict the reactants needed to synthesize it. The reactants are: Cl.Cl[C:3]1[N:12]=[C:11]([N:13]([C:15]2[CH:20]=[CH:19][C:18]([O:21][CH3:22])=[CH:17][CH:16]=2)[CH3:14])[C:10]2[C:5](=[CH:6][CH:7]=[CH:8][CH:9]=2)[N:4]=1.[NH2:23][C@H:24]([CH2:27][C:28]1[CH:33]=[CH:32][CH:31]=[CH:30][CH:29]=1)[CH2:25][OH:26].CCN(CC)CC. (2) Given the product [F:35][C:20]1[C:19]([C:9]2[N:10]=[C:11]([N:13]3[CH2:18][CH2:17][O:16][CH2:15][CH2:14]3)[S:12][C:8]=2[C:6]2[CH:5]=[CH:4][N:3]=[C:2]([NH:40][CH2:36][CH:37]([CH3:39])[CH3:38])[N:7]=2)=[CH:24][CH:23]=[CH:22][C:21]=1[NH:25][S:26]([C:29]1[CH:30]=[N:31][CH:32]=[CH:33][CH:34]=1)(=[O:28])=[O:27], predict the reactants needed to synthesize it. The reactants are: Cl[C:2]1[N:7]=[C:6]([C:8]2[S:12][C:11]([N:13]3[CH2:18][CH2:17][O:16][CH2:15][CH2:14]3)=[N:10][C:9]=2[C:19]2[C:20]([F:35])=[C:21]([NH:25][S:26]([C:29]3[CH:30]=[N:31][CH:32]=[CH:33][CH:34]=3)(=[O:28])=[O:27])[CH:22]=[CH:23][CH:24]=2)[CH:5]=[CH:4][N:3]=1.[CH2:36]([NH2:40])[CH:37]([CH3:39])[CH3:38]. (3) Given the product [CH:4]12[CH2:9][CH:7]([CH:6]=[CH:5]1)[CH2:8][CH:3]2[CH2:1][CH2:2][Si:19]([O:22][CH3:23])([O:20][CH3:21])[O:18][CH3:17], predict the reactants needed to synthesize it. The reactants are: [CH:1]([CH:3]1[CH2:8][CH:7]2[CH2:9][CH:4]1[CH:5]=[CH:6]2)=[CH2:2].NC1C=CC=CC=1.[CH3:17][O:18][SiH:19]([O:22][CH3:23])[O:20][CH3:21]. (4) Given the product [CH3:9][C:6]1[CH:7]=[CH:8][C:3]2[C:1]([NH:2][C:18]3[CH:19]=[C:20]([N+:22]([O-:24])=[O:23])[CH:21]=[CH:16][C:17]=3[S:25][C:26]3[CH:31]=[CH:30][C:29]([OH:32])=[CH:28][CH:27]=3)=[N:12][CH:11]=[N:10][C:4]=2[N:5]=1, predict the reactants needed to synthesize it. The reactants are: [C:1]([C:3]1[C:4]([N:10]=[CH:11][N:12](C)C)=[N:5][C:6]([CH3:9])=[CH:7][CH:8]=1)#[N:2].N[C:16]1[CH:21]=[C:20]([N+:22]([O-:24])=[O:23])[CH:19]=[CH:18][C:17]=1[S:25][C:26]1[CH:31]=[CH:30][C:29]([OH:32])=[CH:28][CH:27]=1. (5) The reactants are: C[O:2][C:3]([C:5]1[CH:20]=[CH:19][C:8]2[N:9]([CH2:13][O:14][CH2:15][CH2:16][O:17][CH3:18])[C:10]([Cl:12])=[N:11][C:7]=2[CH:6]=1)=[O:4].C1COCC1.O[Li].O. Given the product [Cl:12][C:10]1[N:9]([CH2:13][O:14][CH2:15][CH2:16][O:17][CH3:18])[C:8]2[CH:19]=[CH:20][C:5]([C:3]([OH:4])=[O:2])=[CH:6][C:7]=2[N:11]=1, predict the reactants needed to synthesize it. (6) Given the product [F:1][C:2]1[CH:3]=[C:4]2[C:8](=[CH:9][CH:10]=1)[N:7]([S:11]([CH3:14])(=[O:13])=[O:12])[CH:6]=[C:5]2[C:15]([OH:17])=[O:16], predict the reactants needed to synthesize it. The reactants are: [F:1][C:2]1[CH:3]=[C:4]2[C:8](=[CH:9][CH:10]=1)[N:7]([S:11]([CH3:14])(=[O:13])=[O:12])[CH:6]=[C:5]2[C:15]([O:17]C(C)(C)C)=[O:16].Cl. (7) The reactants are: [C:1]([CH2:9][C:10]([O:12]CC)=O)(=[O:8])[C:2]1[CH:7]=[CH:6][CH:5]=[CH:4][CH:3]=1.[CH3:15][NH:16][C:17]1[C:30]2[C:29](=O)[C:28]3[C:23](=[CH:24][CH:25]=[CH:26][CH:27]=3)[C:22](=[O:32])[C:21]=2[C:20]([Br:33])=[CH:19][CH:18]=1. Given the product [C:1]([C:9]1[C:10](=[O:12])[N:16]([CH3:15])[C:17]2[CH:18]=[CH:19][C:20]([Br:33])=[C:21]3[C:22](=[O:32])[C:23]4[CH:24]=[CH:25][CH:26]=[CH:27][C:28]=4[C:29]=1[C:30]=23)(=[O:8])[C:2]1[CH:3]=[CH:4][CH:5]=[CH:6][CH:7]=1, predict the reactants needed to synthesize it.